From a dataset of Full USPTO retrosynthesis dataset with 1.9M reactions from patents (1976-2016). Predict the reactants needed to synthesize the given product. (1) Given the product [Cl:1][N:2]1[C:10]([I:18])=[C:9]2[C:4]([CH:5]=[CH:6][CH:7]=[N:8]2)=[N:3]1, predict the reactants needed to synthesize it. The reactants are: [Cl:1][N:2]1[CH:10]=[C:9]2[C:4]([CH:5]=[CH:6][CH:7]=[N:8]2)=[N:3]1.C1C(=O)N([I:18])C(=O)C1. (2) Given the product [CH2:1]([O:8][C:9]1[CH:14]=[C:13]([O:15][CH2:16][C:17]2[CH:18]=[CH:19][CH:20]=[CH:21][CH:22]=2)[C:12]([Cl:23])=[CH:11][C:10]=1[C:24]1[O:28][N:27]=[C:26]([CH3:29])[C:25]=1[C:30]1[CH:31]=[C:32]([CH:35]=[CH:36][CH:37]=1)[CH2:33][N:38]1[CH2:43][CH2:42][O:41][CH2:40][CH2:39]1)[C:2]1[CH:7]=[CH:6][CH:5]=[CH:4][CH:3]=1, predict the reactants needed to synthesize it. The reactants are: [CH2:1]([O:8][C:9]1[CH:14]=[C:13]([O:15][CH2:16][C:17]2[CH:22]=[CH:21][CH:20]=[CH:19][CH:18]=2)[C:12]([Cl:23])=[CH:11][C:10]=1[C:24]1[O:28][N:27]=[C:26]([CH3:29])[C:25]=1[C:30]1[CH:31]=[C:32]([CH:35]=[CH:36][CH:37]=1)[CH:33]=O)[C:2]1[CH:7]=[CH:6][CH:5]=[CH:4][CH:3]=1.[NH:38]1[CH2:43][CH2:42][O:41][CH2:40][CH2:39]1.ClCCCl.C(O[BH-](OC(=O)C)OC(=O)C)(=O)C.[Na+]. (3) Given the product [CH3:11][C:4]1[C:5]([C:6]#[N:7])=[CH:8][C:9]2[NH:10][CH:12]=[N:1][C:2]=2[CH:3]=1, predict the reactants needed to synthesize it. The reactants are: [NH2:1][C:2]1[C:9]([NH2:10])=[CH:8][C:5]([C:6]#[N:7])=[C:4]([CH3:11])[CH:3]=1.[CH:12](O)=O. (4) Given the product [CH3:37][CH:36]([CH3:38])[CH2:35][CH2:34][N:21]1[CH2:22][CH2:23][N:19]([C:16]2[N:17]=[N:18][C:13]([N:10]3[CH2:9][CH2:8][N:7]([C:5](=[O:6])[C:4]4[CH:25]=[CH:26][CH:27]=[CH:28][C:3]=4[C:2]([F:1])([F:29])[F:30])[CH2:12][CH2:11]3)=[CH:14][CH:15]=2)[C:20]1=[O:24], predict the reactants needed to synthesize it. The reactants are: [F:1][C:2]([F:30])([F:29])[C:3]1[CH:28]=[CH:27][CH:26]=[CH:25][C:4]=1[C:5]([N:7]1[CH2:12][CH2:11][N:10]([C:13]2[N:18]=[N:17][C:16]([N:19]3[CH2:23][CH2:22][NH:21][C:20]3=[O:24])=[CH:15][CH:14]=2)[CH2:9][CH2:8]1)=[O:6].[H-].[Na+].I[CH2:34][CH2:35][CH:36]([CH3:38])[CH3:37].O. (5) Given the product [CH3:1][O:2][C:3]1[CH:4]=[C:5]([C:11]2[CH:15]=[C:14]([C:17]([F:20])([F:19])[F:18])[O:13][N:12]=2)[CH:6]=[CH:7][C:8]=1[O:9][CH3:10], predict the reactants needed to synthesize it. The reactants are: [CH3:1][O:2][C:3]1[CH:4]=[C:5]([C:11]2[CH2:15][C:14]([C:17]([F:20])([F:19])[F:18])(O)[O:13][N:12]=2)[CH:6]=[CH:7][C:8]=1[O:9][CH3:10].OS(O)(=O)=O. (6) Given the product [C:1]([C:3]1[CH:4]=[CH:5][C:6]([C@@H:9]2[C:18]3[C:17](=[O:19])[CH2:16][CH2:15][CH2:14][C:13]=3[N:12]([C:20]3[CH:25]=[CH:24][CH:23]=[C:22]([C:26]([F:28])([F:29])[F:27])[CH:21]=3)[C:11](=[O:30])[N:10]2[CH2:31][C:32]([OH:34])=[O:33])=[CH:7][CH:8]=1)#[N:2], predict the reactants needed to synthesize it. The reactants are: [C:1]([C:3]1[CH:8]=[CH:7][C:6]([CH:9]2[C:18]3[C:17](=[O:19])[CH2:16][CH2:15][CH2:14][C:13]=3[N:12]([C:20]3[CH:25]=[CH:24][CH:23]=[C:22]([C:26]([F:29])([F:28])[F:27])[CH:21]=3)[C:11](=[O:30])[N:10]2[CH2:31][C:32]([OH:34])=[O:33])=[CH:5][CH:4]=1)#[N:2].C(C1C=CC([C@@H]2C3C(=O)CCCC=3N(C3C=CC=C(C(F)(F)F)C=3)C(=O)N2CC(OC)=O)=CC=1)#N.